Predict which catalyst facilitates the given reaction. From a dataset of Catalyst prediction with 721,799 reactions and 888 catalyst types from USPTO. Reactant: Cl[C:2]1[CH:11]=[CH:10][CH:9]=[CH:8][C:3]=1[CH2:4][CH2:5][CH:6]=[O:7].[O:12]=[C:13]([C:20]1[CH:25]=[CH:24][CH:23]=[CH:22][CH:21]=1)/[CH:14]=[CH:15]/[C:16]([O:18][CH3:19])=[O:17]. Product: [CH2:4]([C@H:5]1[C@@H:15]([C:16]([O:18][CH3:19])=[O:17])[CH:14]=[C:13]([C:20]2[CH:25]=[CH:24][CH:23]=[CH:22][CH:21]=2)[O:12][C:6]1=[O:7])[C:3]1[CH:8]=[CH:9][CH:10]=[CH:11][CH:2]=1. The catalyst class is: 22.